Dataset: Forward reaction prediction with 1.9M reactions from USPTO patents (1976-2016). Task: Predict the product of the given reaction. Given the reactants Cl.[CH:2]1([CH2:8][O:9][C:10]2[CH:15]=[CH:14][N:13]([C:16]3[CH:17]=[CH:18][C:19]4[C:20]5[CH2:29][NH:28][CH2:27][CH2:26][C:21]=5[N:22]([CH3:25])[C:23]=4[CH:24]=3)[C:12](=[O:30])[CH:11]=2)[CH2:7][CH2:6][CH2:5][CH2:4][CH2:3]1.[CH2:31](N(CC)CC)C.C=O.[BH-](OC(C)=O)(OC(C)=O)OC(C)=O.[Na+], predict the reaction product. The product is: [CH:2]1([CH2:8][O:9][C:10]2[CH:15]=[CH:14][N:13]([C:16]3[CH:17]=[CH:18][C:19]4[C:20]5[CH2:29][N:28]([CH3:31])[CH2:27][CH2:26][C:21]=5[N:22]([CH3:25])[C:23]=4[CH:24]=3)[C:12](=[O:30])[CH:11]=2)[CH2:3][CH2:4][CH2:5][CH2:6][CH2:7]1.